This data is from Forward reaction prediction with 1.9M reactions from USPTO patents (1976-2016). The task is: Predict the product of the given reaction. (1) Given the reactants [NH2:1][C:2]1[CH:11]=[C:10]([NH2:12])[CH:9]=[CH:8][C:3]=1[O:4][CH2:5][CH2:6][OH:7].[CH:13](=O)[C:14]1[CH:19]=[CH:18][CH:17]=[CH:16][CH:15]=1.B.O1CCCC1, predict the reaction product. The product is: [NH2:1][C:2]1[CH:11]=[C:10]([NH:12][CH2:13][C:14]2[CH:19]=[CH:18][CH:17]=[CH:16][CH:15]=2)[CH:9]=[CH:8][C:3]=1[O:4][CH2:5][CH2:6][OH:7]. (2) Given the reactants [CH:1]1([C@@H:7]([NH:9][C:10]([C:12]2[C:21]3[C:16](=[CH:17][CH:18]=[CH:19][CH:20]=3)[N:15]=[C:14]([C:22]3[S:23][CH:24]=[CH:25][CH:26]=3)[C:13]=2[CH2:27]Br)=[O:11])[CH3:8])[CH2:6][CH2:5][CH2:4][CH2:3][CH2:2]1.[O:29]=[C:30]1[CH2:35][NH:34][CH2:33][CH2:32][NH:31]1.C(N(C(C)C)CC)(C)C, predict the reaction product. The product is: [CH:1]1([C@@H:7]([NH:9][C:10]([C:12]2[C:21]3[C:16](=[CH:17][CH:18]=[CH:19][CH:20]=3)[N:15]=[C:14]([C:22]3[S:23][CH:24]=[CH:25][CH:26]=3)[C:13]=2[CH2:27][N:34]2[CH2:33][CH2:32][NH:31][C:30](=[O:29])[CH2:35]2)=[O:11])[CH3:8])[CH2:6][CH2:5][CH2:4][CH2:3][CH2:2]1. (3) Given the reactants C(NC(C)C)(C)C.C([Li])CCC.[Cl:13][C:14]1[CH:19]=[N:18][CH:17]=[C:16]([Cl:20])[N:15]=1.[C:21](=[O:23])=[O:22], predict the reaction product. The product is: [C:21]([C:17]1[C:16]([Cl:20])=[N:15][C:14]([Cl:13])=[CH:19][N:18]=1)([OH:23])=[O:22].